Predict which catalyst facilitates the given reaction. From a dataset of Catalyst prediction with 721,799 reactions and 888 catalyst types from USPTO. Reactant: Br[C:2]1[S:6][C:5]([CH2:7][N:8]([CH3:16])[C:9](=[O:15])[O:10][C:11]([CH3:14])([CH3:13])[CH3:12])=[N:4][C:3]=1[C:17]1[C:18]([F:23])=[N:19][CH:20]=[CH:21][CH:22]=1.[Cl:24][C:25]1[CH:26]=[C:27]([SH:31])[CH:28]=[CH:29][CH:30]=1.C(N(C(C)C)C(C)C)C.O. Product: [Cl:24][C:25]1[CH:26]=[C:27]([S:31][C:2]2[S:6][C:5]([CH2:7][N:8]([CH3:16])[C:9](=[O:15])[O:10][C:11]([CH3:14])([CH3:13])[CH3:12])=[N:4][C:3]=2[C:17]2[C:18]([F:23])=[N:19][CH:20]=[CH:21][CH:22]=2)[CH:28]=[CH:29][CH:30]=1. The catalyst class is: 101.